This data is from Forward reaction prediction with 1.9M reactions from USPTO patents (1976-2016). The task is: Predict the product of the given reaction. (1) Given the reactants Cl.[CH3:2][C:3]1[CH:16]=[CH:15][CH:14]=[CH:13][C:4]=1[O:5][CH2:6][CH:7]1[CH2:12][CH2:11][NH:10][CH2:9][CH2:8]1.[CH3:17][O:18][C:19]1[C:20]([CH:25]=O)=[N:21][CH:22]=[CH:23][N:24]=1.C(O[BH-](OC(=O)C)OC(=O)C)(=O)C.[Na+].C(=O)([O-])[O-].[Na+].[Na+], predict the reaction product. The product is: [CH3:17][O:18][C:19]1[C:20]([CH2:25][N:10]2[CH2:11][CH2:12][CH:7]([CH2:6][O:5][C:4]3[CH:13]=[CH:14][CH:15]=[CH:16][C:3]=3[CH3:2])[CH2:8][CH2:9]2)=[N:21][CH:22]=[CH:23][N:24]=1. (2) Given the reactants FC(F)(F)C([N:5]([C@@H:13]1[CH2:15][C@H:14]1[C:16]1[CH:21]=[CH:20][CH:19]=[CH:18][CH:17]=1)[CH2:6][CH:7]1[CH2:12][CH2:11][NH:10][CH2:9][CH2:8]1)=O.Br[CH2:25][C:26]1[CH:34]=[CH:33][C:29]([C:30]([OH:32])=[O:31])=[CH:28][CH:27]=1.C(=O)([O-])[O-].[K+].[K+], predict the reaction product. The product is: [C:16]1([C@@H:14]2[CH2:15][C@H:13]2[NH:5][CH2:6][CH:7]2[CH2:8][CH2:9][N:10]([CH2:25][C:26]3[CH:34]=[CH:33][C:29]([C:30]([OH:32])=[O:31])=[CH:28][CH:27]=3)[CH2:11][CH2:12]2)[CH:17]=[CH:18][CH:19]=[CH:20][CH:21]=1. (3) Given the reactants [CH3:1][S:2][C:3]1[S:4][C:5]2[C:6]([N:16]=1)=[N:7][CH:8]=[C:9]([C:11](OCC)=[O:12])[CH:10]=2.CSC1SC2C=C(C(OCC)=O)C=CC=2N=1, predict the reaction product. The product is: [CH3:1][S:2][C:3]1[S:4][C:5]2[C:6]([N:16]=1)=[N:7][CH:8]=[C:9]([CH2:11][OH:12])[CH:10]=2. (4) Given the reactants [O:1]=[C:2]([C:10]1[CH:15]=[CH:14][CH:13]=[CH:12][CH:11]=1)[CH2:3][CH2:4][CH2:5][CH2:6][C:7]([OH:9])=O.[C:16]([O:20][C:21]([N:23]1[CH2:28][CH2:27][CH:26]([C:29]2[CH:34]=[CH:33][C:32]([F:35])=[C:31]([NH2:36])[CH:30]=2)[CH2:25][CH2:24]1)=[O:22])([CH3:19])([CH3:18])[CH3:17].Cl.CN(C)CCCN=C=NCC.C(Cl)Cl, predict the reaction product. The product is: [F:35][C:32]1[CH:33]=[CH:34][C:29]([CH:26]2[CH2:27][CH2:28][N:23]([C:21]([O:20][C:16]([CH3:18])([CH3:17])[CH3:19])=[O:22])[CH2:24][CH2:25]2)=[CH:30][C:31]=1[NH:36][C:7](=[O:9])[CH2:6][CH2:5][CH2:4][CH2:3][C:2](=[O:1])[C:10]1[CH:15]=[CH:14][CH:13]=[CH:12][CH:11]=1. (5) Given the reactants [C:1]([NH:20][S:21](=[O:46])(=[O:45])[O:22][CH2:23][C@@H:24]1[C@@H:31]2[C@@H:27]([O:28][C:29]([CH3:33])([CH3:32])[O:30]2)[C@H:26]([N:34]2[CH:42]=[N:41][C:40]3[C:35]2=[N:36][CH:37]=[N:38][C:39]=3[CH2:43][NH2:44])[O:25]1)([C:14]1[CH:19]=[CH:18][CH:17]=[CH:16][CH:15]=1)([C:8]1[CH:13]=[CH:12][CH:11]=[CH:10][CH:9]=1)[C:2]1[CH:7]=[CH:6][CH:5]=[CH:4][CH:3]=1.[CH3:47][O:48][C:49]1[CH:57]=[CH:56][CH:55]=[CH:54][C:50]=1[C:51](Cl)=[O:52], predict the reaction product. The product is: [C:1]([NH:20][S:21](=[O:45])(=[O:46])[O:22][CH2:23][C@@H:24]1[C@@H:31]2[C@@H:27]([O:28][C:29]([CH3:33])([CH3:32])[O:30]2)[C@H:26]([N:34]2[CH:42]=[N:41][C:40]3[C:35]2=[N:36][CH:37]=[N:38][C:39]=3[CH2:43][NH:44][C:51](=[O:52])[C:50]2[CH:54]=[CH:55][CH:56]=[CH:57][C:49]=2[O:48][CH3:47])[O:25]1)([C:8]1[CH:9]=[CH:10][CH:11]=[CH:12][CH:13]=1)([C:2]1[CH:3]=[CH:4][CH:5]=[CH:6][CH:7]=1)[C:14]1[CH:15]=[CH:16][CH:17]=[CH:18][CH:19]=1. (6) Given the reactants C(O[C:6]([N:8]1[CH2:13][CH2:12][C@H:11]([O:14][CH3:15])[C@H:10]([F:16])[CH2:9]1)=O)(C)(C)C.ClC1[N:23]=[C:22]([NH2:24])[CH:21]=[CH:20][N:19]=1.C(N(CC)CC)C, predict the reaction product. The product is: [F:16][C@H:10]1[C@@H:11]([O:14][CH3:15])[CH2:12][CH2:13][N:8]([C:6]2[N:23]=[C:22]([NH2:24])[CH:21]=[CH:20][N:19]=2)[CH2:9]1. (7) The product is: [CH2:2]([O:4][C:5](=[O:11])[C:6](=[CH:7][Cl:13])[C:9]#[N:10])[CH3:3]. Given the reactants [K].[CH2:2]([O:4][C:5](=[O:11])[C:6]([C:9]#[N:10])=[CH:7]O)[CH3:3].P(Cl)(Cl)(Cl)(Cl)[Cl:13], predict the reaction product. (8) Given the reactants [I:1][C:2]1[CH:3]=[CH:4][C:5]2[N:9]=[C:8](C(Cl)(Cl)Cl)[N:7]([C:14]3[CH:19]=[CH:18][N:17]=[C:16]([NH2:20])[N:15]=3)[C:6]=2[CH:21]=1.[F:22][CH2:23][CH2:24][OH:25].C(=O)([O-])[O-].[Cs+].[Cs+], predict the reaction product. The product is: [F:22][CH2:23][CH2:24][O:25][C:8]1[N:7]([C:14]2[CH:19]=[CH:18][N:17]=[C:16]([NH2:20])[N:15]=2)[C:6]2[CH:21]=[C:2]([I:1])[CH:3]=[CH:4][C:5]=2[N:9]=1.